Dataset: NCI-60 drug combinations with 297,098 pairs across 59 cell lines. Task: Regression. Given two drug SMILES strings and cell line genomic features, predict the synergy score measuring deviation from expected non-interaction effect. Drug 1: CNC(=O)C1=CC=CC=C1SC2=CC3=C(C=C2)C(=NN3)C=CC4=CC=CC=N4. Drug 2: CCC(=C(C1=CC=CC=C1)C2=CC=C(C=C2)OCCN(C)C)C3=CC=CC=C3.C(C(=O)O)C(CC(=O)O)(C(=O)O)O. Cell line: HOP-62. Synergy scores: CSS=-9.79, Synergy_ZIP=3.95, Synergy_Bliss=-1.43, Synergy_Loewe=-7.91, Synergy_HSA=-7.48.